The task is: Predict which catalyst facilitates the given reaction.. This data is from Catalyst prediction with 721,799 reactions and 888 catalyst types from USPTO. (1) Reactant: [CH3:1][O:2][C:3]1[CH:4]=[C:5]2[C:10](=[CH:11][C:12]=1[O:13][CH3:14])[N:9]=[CH:8][CH:7]=[C:6]2[O:15][C:16]1[CH:22]=[CH:21][C:19]([NH2:20])=[CH:18][C:17]=1[F:23].C(O)C.[CH3:27][C:28]1[CH:29]=[C:30]([C:34]([N:36]=[C:37]=[S:38])=[O:35])[CH:31]=[CH:32][CH:33]=1. Product: [CH3:1][O:2][C:3]1[CH:4]=[C:5]2[C:10](=[CH:11][C:12]=1[O:13][CH3:14])[N:9]=[CH:8][CH:7]=[C:6]2[O:15][C:16]1[CH:22]=[CH:21][C:19]([NH:20][C:37]([NH:36][C:34](=[O:35])[C:30]2[CH:31]=[CH:32][CH:33]=[C:28]([CH3:27])[CH:29]=2)=[S:38])=[CH:18][C:17]=1[F:23]. The catalyst class is: 11. (2) Reactant: C1[C@H](N)[C@@H](O[C@H]2O[C@H](CO)[C@@H](O)[C@H](O)[C@H]2N)[C@H:4]([O:20][C@@H:21]2[O:25][C@H](CO)[C@@H](O[C@H]3O[C@@H](CN)[C@@H](O)[C@H](O)[C@H]3N)[C@H]2O)[C@@H:3](O)[C@@H:2]1[NH2:42].OS(O)(=O)=O.[C:48](=[O:51])([O-:50])[O-].[Na+].[Na+].Cl[C:55]([O:57][CH2:58][C:59]1[CH:64]=[CH:63][CH:62]=[CH:61][CH:60]=1)=[O:56].C(=O)(O)[O-].[Na+].[CH3:70][CH2:71][CH2:72][CH2:73][CH2:74][CH3:75]. Product: [C:21]([O:20][C@@H:4]([CH2:3][CH2:2][NH:42][C:55]([O:57][CH2:58][C:59]1[CH:64]=[CH:63][CH:62]=[CH:61][CH:60]=1)=[O:56])[C:48]([OH:50])=[O:51])(=[O:25])[C:72]1[CH:71]=[CH:70][CH:75]=[CH:74][CH:73]=1. The catalyst class is: 132.